From a dataset of Full USPTO retrosynthesis dataset with 1.9M reactions from patents (1976-2016). Predict the reactants needed to synthesize the given product. (1) Given the product [C:49]([O:48][C:46]([N:8]([C:6]([O:5][C:1]([CH3:4])([CH3:3])[CH3:2])=[O:7])[C:9]1[C:10]([C:25]2[O:29][C:28]([C:30]3[CH:35]=[CH:34][C:33]([CH2:36][N:37]([CH3:45])[C:38](=[O:44])[O:39][C:40]([CH3:41])([CH3:42])[CH3:43])=[CH:32][CH:31]=3)=[N:27][N:26]=2)=[N:11][C:12]([C:15]2[CH2:24][CH2:23][C:18](=[O:19])[CH2:17][CH:16]=2)=[CH:13][N:14]=1)=[O:47])([CH3:50])([CH3:51])[CH3:52], predict the reactants needed to synthesize it. The reactants are: [C:1]([O:5][C:6]([N:8]([C:46]([O:48][C:49]([CH3:52])([CH3:51])[CH3:50])=[O:47])[C:9]1[C:10]([C:25]2[O:29][C:28]([C:30]3[CH:35]=[CH:34][C:33]([CH2:36][N:37]([CH3:45])[C:38](=[O:44])[O:39][C:40]([CH3:43])([CH3:42])[CH3:41])=[CH:32][CH:31]=3)=[N:27][N:26]=2)=[N:11][C:12]([C:15]2[CH2:24][CH2:23][C:18]3(OCC[O:19]3)[CH2:17][CH:16]=2)=[CH:13][N:14]=1)=[O:7])([CH3:4])([CH3:3])[CH3:2].Cl. (2) Given the product [CH3:1][O:2][C:3](=[O:25])[C:4]([S:12]([C:15]1[C:24]2[C:19](=[CH:20][CH:21]=[CH:22][CH:23]=2)[CH:18]=[CH:17][CH:16]=1)(=[O:13])=[O:14])([CH:5]1[CH2:10][CH2:9][CH2:8][C:7](=[O:11])[CH2:6]1)[CH3:28], predict the reactants needed to synthesize it. The reactants are: [CH3:1][O:2][C:3](=[O:25])[CH:4]([S:12]([C:15]1[C:24]2[C:19](=[CH:20][CH:21]=[CH:22][CH:23]=2)[CH:18]=[CH:17][CH:16]=1)(=[O:14])=[O:13])[CH:5]1[CH2:10][CH2:9][CH2:8][C:7](=[O:11])[CH2:6]1.[H-].[Na+].[CH3:28]I. (3) Given the product [ClH:32].[N+:1]([O:4][CH2:5][C:6]1[N:11]=[C:10]([CH3:12])[C:9]([O:13][C:14](=[O:25])[C:15]2[CH:20]=[CH:19][CH:18]=[CH:17][C:16]=2[O:21][C:22](=[O:24])[CH3:23])=[CH:8][CH:7]=1)([O-:3])=[O:2], predict the reactants needed to synthesize it. The reactants are: [N+:1]([O:4][CH2:5][C:6]1[N:11]=[C:10]([CH3:12])[C:9]([O:13][C:14](=[O:25])[C:15]2[CH:20]=[CH:19][CH:18]=[CH:17][C:16]=2[O:21][C:22](=[O:24])[CH3:23])=[CH:8][CH:7]=1)([O-:3])=[O:2].C(OCC)(=O)C.[ClH:32].